This data is from Full USPTO retrosynthesis dataset with 1.9M reactions from patents (1976-2016). The task is: Predict the reactants needed to synthesize the given product. (1) Given the product [CH2:12]([O:14][CH:15]([O:18][CH2:19][CH3:20])[CH2:16][NH:1][C:2]1[CH:3]=[C:4]([CH:7]=[CH:8][CH:9]=1)[C:5]#[N:6])[CH3:13], predict the reactants needed to synthesize it. The reactants are: [NH2:1][C:2]1[CH:3]=[C:4]([CH:7]=[CH:8][CH:9]=1)[C:5]#[N:6].[H-].[Na+].[CH2:12]([O:14][CH:15]([O:18][CH2:19][CH3:20])[CH2:16]Br)[CH3:13].[NH4+].[Cl-]. (2) Given the product [CH2:1]([O:8][C:9]1[CH:14]=[C:13]([O:15][CH2:16][C:17]2[CH:18]=[CH:19][CH:20]=[CH:21][CH:22]=2)[C:12]([CH:23]([CH3:25])[CH3:24])=[CH:11][C:10]=1[C:26]1[O:30][N:29]=[C:28]([C:31]([NH:32][CH2:33][CH3:34])=[O:35])[C:27]=1[C:36]1[O:40][N:39]=[C:38]([C:41]([N:46]2[CH2:51][CH2:50][S:49][CH2:48][CH2:47]2)=[O:42])[CH:37]=1)[C:2]1[CH:3]=[CH:4][CH:5]=[CH:6][CH:7]=1, predict the reactants needed to synthesize it. The reactants are: [CH2:1]([O:8][C:9]1[CH:14]=[C:13]([O:15][CH2:16][C:17]2[CH:22]=[CH:21][CH:20]=[CH:19][CH:18]=2)[C:12]([CH:23]([CH3:25])[CH3:24])=[CH:11][C:10]=1[C:26]1[O:30][N:29]=[C:28]([C:31](=[O:35])[NH:32][CH2:33][CH3:34])[C:27]=1[C:36]1[O:40][N:39]=[C:38]([C:41](OCC)=[O:42])[CH:37]=1)[C:2]1[CH:7]=[CH:6][CH:5]=[CH:4][CH:3]=1.[NH:46]1[CH2:51][CH2:50][S:49][CH2:48][CH2:47]1. (3) Given the product [F:32][C:2]([F:1])([F:31])[C:3]1[CH:30]=[CH:29][CH:28]=[CH:27][C:4]=1[C:5]([CH:7]1[CH2:10][N:9]([C:11]2[S:12][C:13]([C:16]3[N:17]=[N:18][N:19]([CH2:21][C:22]([OH:24])=[O:23])[N:20]=3)=[CH:14][N:15]=2)[CH2:8]1)=[O:6], predict the reactants needed to synthesize it. The reactants are: [F:1][C:2]([F:32])([F:31])[C:3]1[CH:30]=[CH:29][CH:28]=[CH:27][C:4]=1[C:5]([CH:7]1[CH2:10][N:9]([C:11]2[S:12][C:13]([C:16]3[N:17]=[N:18][N:19]([CH2:21][C:22]([O:24]CC)=[O:23])[N:20]=3)=[CH:14][N:15]=2)[CH2:8]1)=[O:6].[Li+].[OH-].C(O)(=O)C. (4) The reactants are: [CH:1]1([C:4]2[CH:28]=[CH:27][CH:26]=[C:25]([N:29]3[C:33](=[O:34])[N:32]([CH3:35])[N:31]=[N:30]3)[C:5]=2[CH2:6][O:7][C:8]2[CH:13]=[CH:12][C:11]([C:14]3[C:15]([CH3:23])=[C:16]([C:20](O)=[O:21])[N:17]([CH3:19])[N:18]=3)=[CH:10][C:9]=2[CH3:24])[CH2:3][CH2:2]1.O1CCCC1.C(Cl)(=O)C([Cl:44])=O. Given the product [CH:1]1([C:4]2[CH:28]=[CH:27][CH:26]=[C:25]([N:29]3[C:33](=[O:34])[N:32]([CH3:35])[N:31]=[N:30]3)[C:5]=2[CH2:6][O:7][C:8]2[CH:13]=[CH:12][C:11]([C:14]3[C:15]([CH3:23])=[C:16]([C:20]([Cl:44])=[O:21])[N:17]([CH3:19])[N:18]=3)=[CH:10][C:9]=2[CH3:24])[CH2:3][CH2:2]1, predict the reactants needed to synthesize it.